From a dataset of Forward reaction prediction with 1.9M reactions from USPTO patents (1976-2016). Predict the product of the given reaction. (1) Given the reactants [CH3:1][NH:2][C:3]1[CH:8]=[C:7]([C:9]2[C:17]3[C:12](=[CH:13][CH:14]=[CH:15][CH:16]=3)[N:11](S(C3C=CC(C)=CC=3)(=O)=O)[CH:10]=2)[N:6]=[C:5]([NH2:28])[N:4]=1.[OH-].[Na+], predict the reaction product. The product is: [NH:11]1[C:12]2[C:17](=[CH:16][CH:15]=[CH:14][CH:13]=2)[C:9]([C:7]2[N:6]=[C:5]([NH2:28])[N:4]=[C:3]([NH:2][CH3:1])[CH:8]=2)=[CH:10]1. (2) Given the reactants [CH3:1][C:2]([C:6]1[CH:10]=[C:9]([NH2:11])[N:8]([C:12]2[CH:17]=[CH:16][C:15]([CH3:18])=[CH:14][CH:13]=2)[N:7]=1)([C:4]#[CH:5])[CH3:3].[Cl:19][C:20]1[N:25]=[C:24]([O:26][C:27]2[C:36]3[C:31](=[CH:32][CH:33]=[CH:34][CH:35]=3)[C:30]([NH:37][C:38](=O)[O:39]C3C=CC=CC=3)=[CH:29][CH:28]=2)[CH:23]=[CH:22][N:21]=1, predict the reaction product. The product is: [Cl:19][C:20]1[N:25]=[C:24]([O:26][C:27]2[C:36]3[C:31](=[CH:32][CH:33]=[CH:34][CH:35]=3)[C:30]([NH:37][C:38]([NH:11][C:9]3[N:8]([C:12]4[CH:13]=[CH:14][C:15]([CH3:18])=[CH:16][CH:17]=4)[N:7]=[C:6]([C:2]([CH3:1])([C:4]#[CH:5])[CH3:3])[CH:10]=3)=[O:39])=[CH:29][CH:28]=2)[CH:23]=[CH:22][N:21]=1.